From a dataset of Experimentally validated miRNA-target interactions with 360,000+ pairs, plus equal number of negative samples. Binary Classification. Given a miRNA mature sequence and a target amino acid sequence, predict their likelihood of interaction. (1) The protein sequence of the target gene is MKMMLVRRFRVLILMVFLVACALHIALDLLPRLERRGARPSGEPGCSCAQPAAEVAAPGWAQVRGRPGEPPAASSAAGDAGWPNKHTLRILQDFSSDPSSNLSSHSLEKLPPAAEPAERALRGRDPGALRPHDPAHRPLLRDPGPRRSESPPGPGGDASLLARLFEHPLYRVAVPPLTEEDVLFNVNSDTRLSPKAAENPDWPHAGAEGAEFLSPGEAAVDSYPNWLKFHIGINRYELYSRHNPAIEALLHDLSSQRITSVAMKSGGTQLKLIMTFQNYGQALFKPMKQTREQETPPDFF.... The miRNA is hsa-miR-548ai with sequence AAAGGUAAUUGCAGUUUUUCCC. Result: 0 (no interaction). (2) The miRNA is hsa-miR-2110 with sequence UUGGGGAAACGGCCGCUGAGUG. The protein sequence of the target gene is MAQLWLSCFLLPALVVSVAANVAPKFLANMTSVILPEDLPVGAQAFWLVAEDQDNDPLTYGMSGPNAYFFAVTPKTGEVKLASALDYETLYTFKVTISVSDPYIQVQREMLVIVEDRNDNAPVFQNTAFSTSINETLPVGSVVFSVLAVDKDMGSAGMVVYSIEKVIPSTGDSEHLFRILANGSIVLNGSLSYNNKSAFYQLELKACDLGGMYHNTFTIQCSLPVFLSISVVDQPDLDPQFVREFYSASVAEDAAKGTSVLTVEAVDGDKGINDPVIYSISYSTRPGWFDIGADGVIRVN.... Result: 0 (no interaction). (3) The miRNA is mmu-miR-486b-3p with sequence CGGGGCAGCUCAGUACAGGA. The protein sequence of the target gene is MVGRGVPLCAAQPAVAEGGPAREPPPLLEVSPRKRLPAGPDQDPCGSRPAPEGAGAGPEQGHSAGGGGWCRHCHTKLVELKRQAWKLVSGPGTTLRDPCLSALLLDKLPAPGALPACRPEAERRCDVCATHLQQLTREAMHLLQAPASHEDLDAPHGGPSLAPPSTTTSSRDTPGPAGPAGRQPGRAGPDRTKGLAWSPGPSVQVSVAPAGLGGALSTVTIQAQQCLEGMWSVSRVNSFLPPACLAEAAVAAVAVADTVRECPPVAGPDGLSKAWGRGGVCTSALVTPTPGSVGGSTGPS.... Result: 0 (no interaction). (4) The miRNA is mmu-miR-486a-5p with sequence UCCUGUACUGAGCUGCCCCGAG. The protein sequence of the target gene is MEDSHELDLTYVTERIIAVSFPASCSEESYLHSLQEVTRMLKCKHGDNYLVLNLSEKRYDLTKLNPKIMDVGWPELHAPPLDKMCTICKAQESWLNNDPQHVVVIHCRGGKGRIGVVISSYMHFTNVSASADQALDRFAMKKFYDDKISALMEPSQKRYVQFLSGLLSGAMKMNTSPLFLHFVIMHGVPSFDTGGACRPFLKLYQAMQPVYTSGIYNVGSENPSRIRIAIEPAQLLKGDIMVKCYHKKFRSATRDVIFRLQFHTGAVQGYGLLFGKEELDSACKDDRFPDYGKIELVFSA.... Result: 1 (interaction). (5) The miRNA is mmu-miR-1306-5p with sequence CACCACCUCCCCUGCAAACGUCC. The protein sequence of the target gene is MSSESDDKRARTRSKTLRGPPETTGADLSCPTPGCTGSGHVRGKYSRHRSLQSCPLAKKRKLEDAETEHLVSKRKSHPLRLALDEGYRMDSDGSEDAEVKDVSVSDESEGPLEEAEAEMSGQEEIHHPQTAEGKSLIKPHFDSNPTSSPSGFSKSSYSSYQGIIATSLLNLGQIAEEALVKEDSVSVAKLSPTVVHQLQDEAAMGVNSDEGEKDLFIQPEDVEEVIEVTSERSQEPCPQSLKDMVSEESSKQKGVLGHEEEGEEEEEDEEEEDEEEEEEGEEGEEEEEEEEEEEEEEDEE.... Result: 0 (no interaction). (6) The miRNA is hsa-miR-6737-3p with sequence UCUGUGCUUCACCCCUACCCAG. The protein sequence of the target gene is MARGSVSDEEMMELREAFAKVDTDGNGYISFNELNDLFKAACLPLPGYRVREITENLMATGDLDQDGRISFDEFIKIFHGLKSTDVAKTFRKAINKKEGICAIGGTSEQSSVGTQHSYSEEEKYAFVNWINKALENDPDCRHVIPMNPNTNDLFNAVGDGIVLCKMINLSVPDTIDERTINKKKLTPFTIQENLNLALNSASAIGCHVVNIGAEDLKEGKPYLVLGLLWQVIKIGLFADIELSRNEALIALLREGESLEDLMKLSPEELLLRWANYHLENAGCNKIGNFSTDIKDSKAYY.... Result: 0 (no interaction). (7) The miRNA is hsa-miR-382-3p with sequence AAUCAUUCACGGACAACACUU. The protein sequence of the target gene is MGTIHLFRKPQRSFFGKLLREFRLVAADRRSWKILLFGVINLICTGFLLMWCSSTNSIALTAYTYLTIFDLFSLMTCLISYWVTLRKPSPVYSFGFERLEVLAVFASTVLAQLGALFILKESAERFLEQPEIHTGRLLVGTFVALCFNLFTMLSIRNKPFAYVSEAASTSWLQEHVADLSRSLCGIIPGLSSIFLPRMNPFVLIDLAGAFALCITYMLIEINNYFAVDTASAIAIALMTFGTMYPMSVYSGKVLLQTTPPHVIGQLDKLIREVSTLDGVLEVRNEHFWTLGFGSLAGSVH.... Result: 1 (interaction). (8) The miRNA is hsa-miR-4477b with sequence AUUAAGGACAUUUGUGAUUGAU. The protein sequence of the target gene is MAPTIQTQAQREDGHRPNSHRTLPERSGVVCRVKYCNSLPDIPFDPKFITYPFDQNRFVQYKATSLEKQHKHDLLTEPDLGVTIDLINPDTYRIDPNVLLDPADEKLLEEEIQAPTSSKRSQQHAKVVPWMRKTEYISTEFNRYGISNEKPEVKIGVSVKQQFTEEEIYKDRDSQITAIEKTFEDAQKSISQHYSKPRVTPVEVMPVFPDFKMWINPCAQVIFDSDPAPKDTSGAAALEMMSQAMIRGMMDEEGNQFVAYFLPVEETLKKRKRDQEEEMDYAPDDVYDYKIAREYNWNVK.... Result: 0 (no interaction).